Dataset: Full USPTO retrosynthesis dataset with 1.9M reactions from patents (1976-2016). Task: Predict the reactants needed to synthesize the given product. (1) Given the product [C:30]([OH:36])(=[O:35])[CH2:31][C:32]([OH:34])=[O:33].[CH2:12]([C:11]1[CH:10]=[C:9]2[C:5](=[CH:4][C:3]=1[CH2:1][CH3:2])[CH2:6][CH:7]([NH:14][CH2:15][C@@H:16]([C:18]1[CH:27]=[CH:26][C:25]([OH:28])=[C:24]3[C:19]=1[CH:20]=[CH:21][C:22](=[O:29])[NH:23]3)[OH:17])[CH2:8]2)[CH3:13], predict the reactants needed to synthesize it. The reactants are: [CH2:1]([C:3]1[CH:4]=[C:5]2[C:9](=[CH:10][C:11]=1[CH2:12][CH3:13])[CH2:8][CH:7]([NH:14][CH2:15][C@@H:16]([C:18]1[CH:27]=[CH:26][C:25]([OH:28])=[C:24]3[C:19]=1[CH:20]=[CH:21][C:22](=[O:29])[NH:23]3)[OH:17])[CH2:6]2)[CH3:2].[C:30]([OH:36])(=[O:35])[CH2:31][C:32]([OH:34])=[O:33]. (2) The reactants are: [H-].[Na+].[NH2:3][C@@H:4]([CH:7]([CH3:9])[CH3:8])[CH2:5][OH:6].Cl[CH2:11][C:12](OCC)=[O:13].[Cl-].[NH4+]. Given the product [CH:7]([C@@H:4]1[NH:3][C:12](=[O:13])[CH2:11][O:6][CH2:5]1)([CH3:9])[CH3:8], predict the reactants needed to synthesize it. (3) The reactants are: [Cl:1][C:2]1[N:7]=[C:6]([C:8](OCC)=[O:9])[C:5]([NH:13][CH:14]2[CH2:18][CH2:17][O:16][CH2:15]2)=[CH:4][N:3]=1.[NH3:19]. Given the product [Cl:1][C:2]1[N:7]=[C:6]([C:8]([NH2:19])=[O:9])[C:5]([NH:13][CH:14]2[CH2:18][CH2:17][O:16][CH2:15]2)=[CH:4][N:3]=1, predict the reactants needed to synthesize it. (4) Given the product [N:11]1([C:9]2[C:10]3[C:2]([B:28]4[O:29][C:30]([CH3:32])([CH3:31])[C:26]([CH3:33])([CH3:25])[O:27]4)=[CH:3][N:4]([CH2:17][O:18][CH2:19][CH2:20][Si:21]([CH3:24])([CH3:23])[CH3:22])[C:5]=3[N:6]=[CH:7][N:8]=2)[CH2:16][CH2:15][O:14][CH2:13][CH2:12]1, predict the reactants needed to synthesize it. The reactants are: I[C:2]1[C:10]2[C:9]([N:11]3[CH2:16][CH2:15][O:14][CH2:13][CH2:12]3)=[N:8][CH:7]=[N:6][C:5]=2[N:4]([CH2:17][O:18][CH2:19][CH2:20][Si:21]([CH3:24])([CH3:23])[CH3:22])[CH:3]=1.[CH3:25][C:26]1([CH3:33])[C:30]([CH3:32])([CH3:31])[O:29][BH:28][O:27]1.C(N(CC)CC)C.C1(P(C2CCCCC2)C2C=CC=CC=2C2C(C(C)C)=CC(C(C)C)=CC=2C(C)C)CCCCC1.